Predict which catalyst facilitates the given reaction. From a dataset of Catalyst prediction with 721,799 reactions and 888 catalyst types from USPTO. (1) Reactant: [CH:1]1([CH2:7][C:8]([OH:10])=O)[CH2:6][CH2:5][CH2:4][CH2:3][CH2:2]1.Cl.CN(C)CCCN=C=NCC.[O:23]1[CH2:28][CH2:27][CH2:26][CH2:25][CH:24]1[N:29]1[C:37]2[C:32](=[CH:33][C:34]([C:38]3[N:42]=[CH:41][N:40]([C:43]([C:56]4[CH:61]=[CH:60][CH:59]=[CH:58][CH:57]=4)([C:50]4[CH:55]=[CH:54][CH:53]=[CH:52][CH:51]=4)[C:44]4[CH:49]=[CH:48][CH:47]=[CH:46][CH:45]=4)[N:39]=3)=[CH:35][CH:36]=2)[C:31]([C:62]2[CH:63]=[C:64]([NH2:68])[CH:65]=[CH:66][CH:67]=2)=[N:30]1. Product: [CH:1]1([CH2:7][C:8]([NH:68][C:64]2[CH:65]=[CH:66][CH:67]=[C:62]([C:31]3[C:32]4[C:37](=[CH:36][CH:35]=[C:34]([C:38]5[N:42]=[CH:41][N:40]([C:43]([C:44]6[CH:45]=[CH:46][CH:47]=[CH:48][CH:49]=6)([C:50]6[CH:55]=[CH:54][CH:53]=[CH:52][CH:51]=6)[C:56]6[CH:61]=[CH:60][CH:59]=[CH:58][CH:57]=6)[N:39]=5)[CH:33]=4)[N:29]([CH:24]4[CH2:25][CH2:26][CH2:27][CH2:28][O:23]4)[N:30]=3)[CH:63]=2)=[O:10])[CH2:2][CH2:3][CH2:4][CH2:5][CH2:6]1. The catalyst class is: 4. (2) Reactant: [CH:1]([C@H:3]1[O:8][CH2:7][CH2:6][N:5](C(OC(C)(C)C)=O)[CH2:4]1)=[O:2].[C:16]1([Mg]Br)[CH:21]=[CH:20][CH:19]=[CH:18][CH:17]=1. The catalyst class is: 1. Product: [NH:5]1[CH2:6][CH2:7][O:8][C@H:3]([C@H:1]([C:16]2[CH:21]=[CH:20][CH:19]=[CH:18][CH:17]=2)[OH:2])[CH2:4]1. (3) Reactant: [CH3:1][C:2]1[N:7]=[CH:6][C:5]([CH2:8][CH2:9][OH:10])=[CH:4][CH:3]=1.C(N(CC)CC)C.[CH3:18][S:19](Cl)(=[O:21])=[O:20]. Product: [CH3:18][S:19]([O:10][CH2:9][CH2:8][C:5]1[CH:6]=[N:7][C:2]([CH3:1])=[CH:3][CH:4]=1)(=[O:21])=[O:20]. The catalyst class is: 2. (4) Reactant: [CH3:1][S:2]([C:5]1[CH:10]=[CH:9][C:8]([S:11]([N:14]2[CH:18]([C:19](O)=[O:20])[CH2:17][CH:16]3[CH2:22][CH2:23][CH2:24][CH:15]23)(=[O:13])=[O:12])=[CH:7][CH:6]=1)(=[O:4])=[O:3].ClC(OCC)=O.C(N1CCOCC1)C.C[Si]([NH:43][OH:44])(C)C. Product: [OH:44][NH:43][C:19]([CH:18]1[N:14]([S:11]([C:8]2[CH:9]=[CH:10][C:5]([S:2]([CH3:1])(=[O:4])=[O:3])=[CH:6][CH:7]=2)(=[O:13])=[O:12])[CH:15]2[CH2:24][CH2:23][CH2:22][CH:16]2[CH2:17]1)=[O:20]. The catalyst class is: 3. (5) Reactant: [CH3:1][CH:2]([C:4]1[N:8]([CH2:9][CH2:10][C@@H:11]([OH:19])[CH2:12][C@@H:13]([OH:18])[CH2:14][C:15]([O-:17])=[O:16])[C:7]([C:20]2[CH:21]=[CH:22][C:23]([F:26])=[CH:24][CH:25]=2)=[C:6]([C:27]2[CH:28]=[CH:29][CH:30]=[CH:31][CH:32]=2)[C:5]=1[C:33]([NH:35][C:36]1[CH:37]=[CH:38][CH:39]=[CH:40][CH:41]=1)=[O:34])[CH3:3].CC(C1N(CC[C@@H](O)C[C@@H](O)CC([O-])=O)C(C2C=CC(F)=CC=2)=C(C2C=CC=CC=2)C=1C(NC1C=CC=CC=1)=O)C.[Ca+2].C(O)[C@H]([C@H]([C@@H]([C@@H](CO)O)O)O)O.C([O-])(O)=O.[Na+].C([O-])(=O)CCCCCCCCCCCCCCCCC.[Mg+2].C([O-])(=O)CCCCCCCCCCCCCCCCC.C[C@@](O)(CC(SCCNC(CCNC([C@H](O)C(COP(OP(OC[C@H]1O[C@@H](N2C3N=CN=C(N)C=3N=C2)[C@H](O)[C@@H]1OP(O)(O)=O)(O)=O)(O)=O)(C)C)=O)=O)=O)CC(O)=O. Product: [CH3:3][CH:2]([C:4]1[N:8]([CH2:9][CH2:10][C@@H:11]([OH:19])[CH2:12][C@@H:13]([OH:18])[CH2:14][C:15]([OH:17])=[O:16])[C:7]([C:20]2[CH:25]=[CH:24][C:23]([F:26])=[CH:22][CH:21]=2)=[C:6]([C:27]2[CH:32]=[CH:31][CH:30]=[CH:29][CH:28]=2)[C:5]=1[C:33]([NH:35][C:36]1[CH:41]=[CH:40][CH:39]=[CH:38][CH:37]=1)=[O:34])[CH3:1]. The catalyst class is: 6. (6) Reactant: [NH2:1][C:2]1[C:3]([C:10]([OH:12])=O)=[N:4][C:5]([Cl:9])=[C:6]([NH2:8])[N:7]=1.Cl.Cl.[N:15]12[CH2:22][CH2:21][CH:18]([CH2:19][CH2:20]1)[CH:17]([NH2:23])[CH2:16]2.F[B-](F)(F)F.N1(OC(N(C)C)=[N+](C)C)C2C=CC=CC=2N=N1.C(N(CC)CC)C. Product: [N:15]12[CH2:22][CH2:21][CH:18]([CH2:19][CH2:20]1)[CH:17]([NH:23][C:10]([C:3]1[C:2]([NH2:1])=[N:7][C:6]([NH2:8])=[C:5]([Cl:9])[N:4]=1)=[O:12])[CH2:16]2. The catalyst class is: 9. (7) Reactant: [O:1]=[C:2]([CH2:8][CH3:9])[CH2:3][C:4]([O:6]C)=O.[F:10][C:11]([F:20])([F:19])[C:12]1[CH:18]=[CH:17][C:15]([NH2:16])=[CH:14][CH:13]=1. Product: [F:10][C:11]([F:19])([F:20])[C:12]1[CH:13]=[CH:14][C:15]([NH:16][C:4](=[O:6])[CH2:3][C:2](=[O:1])[CH2:8][CH3:9])=[CH:17][CH:18]=1. The catalyst class is: 11.